From a dataset of Reaction yield outcomes from USPTO patents with 853,638 reactions. Predict the reaction yield, written as a fraction of the theoretical maximum amount of product (1.0 means a 100% yield; for example, 0.34 means a 34% yield). The reactants are [CH3:1][S:2]([CH2:5][CH2:6][NH:7][CH2:8][C:9]1[O:13][C:12]([C:14]2[CH:15]=[CH:16][C:17]3[N:23]=[CH:22][N:21]=[C:20]([NH:24][C:25]4[CH:26]=[CH:27][C:28]([O:32][CH2:33][C:34]5[CH:35]=[CH:36][CH:37]=[C:38]([F:40])[CH:39]=5)=[C:29]([Cl:31])[CH:30]=4)[C:18]=3[CH:19]=2)=[CH:11][CH:10]=1)(=[O:4])=[O:3].[CH3:41][C:42]1[CH:43]=[CH:44][C:45]([S:48]([OH:51])(=[O:50])=[O:49])=[CH:46][CH:47]=1. The catalyst is C1COCC1. The product is [CH3:41][C:42]1[CH:47]=[CH:46][C:45]([S:48]([OH:51])(=[O:50])=[O:49])=[CH:44][CH:43]=1.[CH3:41][C:42]1[CH:47]=[CH:46][C:45]([S:48]([OH:51])(=[O:50])=[O:49])=[CH:44][CH:43]=1.[CH3:1][S:2]([CH2:5][CH2:6][NH:7][CH2:8][C:9]1[O:13][C:12]([C:14]2[CH:15]=[CH:16][C:17]3[N:23]=[CH:22][N:21]=[C:20]([NH:24][C:25]4[CH:26]=[CH:27][C:28]([O:32][CH2:33][C:34]5[CH:35]=[CH:36][CH:37]=[C:38]([F:40])[CH:39]=5)=[C:29]([Cl:31])[CH:30]=4)[C:18]=3[CH:19]=2)=[CH:11][CH:10]=1)(=[O:4])=[O:3].[OH2:3]. The yield is 0.800.